This data is from Forward reaction prediction with 1.9M reactions from USPTO patents (1976-2016). The task is: Predict the product of the given reaction. Given the reactants C(OC([NH:8][C@H:9]1[CH2:13][CH2:12][N:11]([C:14]2[CH:19]=[CH:18][C:17]([N:20]3[CH2:24][C@H:23]([CH2:25][O:26][C:27]4[CH:31]=[CH:30][O:29][N:28]=4)[O:22][C:21]3=[O:32])=[CH:16][C:15]=2[F:33])[CH2:10]1)=O)(C)(C)C.[ClH:34], predict the reaction product. The product is: [NH2:8][C@H:9]1[CH2:13][CH2:12][N:11]([C:14]2[CH:19]=[CH:18][C:17]([N:20]3[CH2:24][C@H:23]([CH2:25][O:26][C:27]4[CH:31]=[CH:30][O:29][N:28]=4)[O:22][C:21]3=[O:32])=[CH:16][C:15]=2[F:33])[CH2:10]1.[ClH:34].